From a dataset of Reaction yield outcomes from USPTO patents with 853,638 reactions. Predict the reaction yield, written as a fraction of the theoretical maximum amount of product (1.0 means a 100% yield; for example, 0.34 means a 34% yield). (1) The reactants are [CH2:1]([C:3]1[C:8](=[O:9])[NH:7][C:6]([CH3:10])=[C:5]([C:11]2[S:15][C:14]([S:16]([Cl:19])(=[O:18])=[O:17])=[CH:13][CH:12]=2)[CH:4]=1)[CH3:2].[N:20]1[CH:25]=[CH:24][CH:23]=[CH:22][C:21]=1[N:26]1[CH2:31][CH2:30][NH:29][CH2:28][CH2:27]1. No catalyst specified. The product is [ClH:19].[CH2:1]([C:3]1[C:8](=[O:9])[NH:7][C:6]([CH3:10])=[C:5]([C:11]2[S:15][C:14]([S:16]([N:29]3[CH2:30][CH2:31][N:26]([C:21]4[CH:22]=[CH:23][CH:24]=[CH:25][N:20]=4)[CH2:27][CH2:28]3)(=[O:18])=[O:17])=[CH:13][CH:12]=2)[CH:4]=1)[CH3:2]. The yield is 0.370. (2) The reactants are [C:1]([O:5][C:6]([NH:8][CH:9]([CH2:31][CH3:32])[C@H:10]([O:27]C(=O)C)[C:11]1[O:12][C:13]([C:16]2[CH:21]=[CH:20][C:19]([O:22][C:23]([F:26])([F:25])[F:24])=[CH:18][CH:17]=2)=[N:14][N:15]=1)=[O:7])([CH3:4])([CH3:3])[CH3:2].O.[OH-].[Li+]. The catalyst is C1COCC1.O. The product is [C:1]([O:5][C:6](=[O:7])[NH:8][C@H:9]([CH:10]([OH:27])[C:11]1[O:12][C:13]([C:16]2[CH:17]=[CH:18][C:19]([O:22][C:23]([F:25])([F:24])[F:26])=[CH:20][CH:21]=2)=[N:14][N:15]=1)[CH2:31][CH3:32])([CH3:2])([CH3:3])[CH3:4]. The yield is 0.890.